From a dataset of Reaction yield outcomes from USPTO patents with 853,638 reactions. Predict the reaction yield, written as a fraction of the theoretical maximum amount of product (1.0 means a 100% yield; for example, 0.34 means a 34% yield). (1) The reactants are [CH3:1][O:2][C:3]1[C:8]2[N:9]=[CH:10][S:11][C:7]=2[CH:6]=[CH:5][CH:4]=1.[Li]CCCC.[C:17]([O:21][C:22]([N:24]1[CH2:29][CH2:28][CH:27]([C:30](=[O:35])N(OC)C)[CH2:26][CH2:25]1)=[O:23])([CH3:20])([CH3:19])[CH3:18]. The catalyst is C1COCC1. The product is [C:17]([O:21][C:22]([N:24]1[CH2:29][CH2:28][CH:27]([C:30]([C:10]2[S:11][C:7]3[CH:6]=[CH:5][CH:4]=[C:3]([O:2][CH3:1])[C:8]=3[N:9]=2)=[O:35])[CH2:26][CH2:25]1)=[O:23])([CH3:20])([CH3:19])[CH3:18]. The yield is 0.600. (2) The reactants are C([N:8]1[CH2:13][C@@H:12]([CH3:14])[N:11]([CH:15]2[CH2:20][CH2:19][O:18][CH2:17][CH2:16]2)[CH2:10][C@@H:9]1[CH3:21])C1C=CC=CC=1.[H][H]. The catalyst is CO.[Pd]. The product is [CH3:14][C@@H:12]1[CH2:13][NH:8][C@@H:9]([CH3:21])[CH2:10][N:11]1[CH:15]1[CH2:20][CH2:19][O:18][CH2:17][CH2:16]1. The yield is 1.00.